From a dataset of Reaction yield outcomes from USPTO patents with 853,638 reactions. Predict the reaction yield, written as a fraction of the theoretical maximum amount of product (1.0 means a 100% yield; for example, 0.34 means a 34% yield). (1) The reactants are [O:1]1[CH2:6][CH2:5][N:4]([C:7]2[C:8]3[N:16]=[C:15](Cl)[CH:14]=[CH:13][C:9]=3[N:10]=[CH:11][N:12]=2)[CH2:3][CH2:2]1.[Cl:18][C:19]1[CH:24]=[CH:23][C:22](B(O)O)=[CH:21][CH:20]=1. No catalyst specified. The product is [O:1]1[CH2:6][CH2:5][N:4]([C:7]2[C:8]3[N:16]=[C:15]([C:22]4[CH:23]=[CH:24][C:19]([Cl:18])=[CH:20][CH:21]=4)[CH:14]=[CH:13][C:9]=3[N:10]=[CH:11][N:12]=2)[CH2:3][CH2:2]1. The yield is 0.920. (2) The reactants are Cl.[NH2:2][C@H:3]1[CH2:7][CH2:6][N:5]([CH2:8][CH2:9][OH:10])[C:4]1=[O:11].C(N(CC)CC)C.O=C1CCC(=O)N1[C:26]1[C:34]2[C:29](=[CH:30][C:31]([C:44]([O-])=[O:45])=[C:32]([O:35][C:36]3[CH:41]=[CH:40][C:39]([F:42])=[CH:38][C:37]=3[F:43])[CH:33]=2)[N:28]([CH2:47][CH:48]([CH3:50])[CH3:49])[N:27]=1. The catalyst is CN(C)C=O.C(OCC)(=O)C. The product is [F:43][C:37]1[CH:38]=[C:39]([F:42])[CH:40]=[CH:41][C:36]=1[O:35][C:32]1[CH:33]=[C:34]2[C:29](=[CH:30][C:31]=1[C:44]([NH:2][C@H:3]1[CH2:7][CH2:6][N:5]([CH2:8][CH2:9][OH:10])[C:4]1=[O:11])=[O:45])[N:28]([CH2:47][CH:48]([CH3:50])[CH3:49])[N:27]=[CH:26]2. The yield is 0.740.